From a dataset of Full USPTO retrosynthesis dataset with 1.9M reactions from patents (1976-2016). Predict the reactants needed to synthesize the given product. (1) Given the product [O:21]1[C:17]2[CH:16]=[CH:15][C:14]([C:11]3([C:9]([NH:8][C:6]4[N:7]=[C:2]([C:31]5[C:26]([O:25][CH3:24])=[N:27][CH:28]=[C:29]([CH3:41])[CH:30]=5)[C:3]([CH3:23])=[CH:4][CH:5]=4)=[O:10])[CH2:13][CH2:12]3)=[CH:22][C:18]=2[CH2:19][CH2:20]1, predict the reactants needed to synthesize it. The reactants are: Cl[C:2]1[N:7]=[C:6]([NH:8][C:9]([C:11]2([C:14]3[CH:15]=[CH:16][C:17]4[O:21][CH2:20][CH2:19][C:18]=4[CH:22]=3)[CH2:13][CH2:12]2)=[O:10])[CH:5]=[CH:4][C:3]=1[CH3:23].[CH3:24][O:25][C:26]1[C:31](B2OC(C)(C)C(C)(C)O2)=[CH:30][C:29]([CH3:41])=[CH:28][N:27]=1.C(=O)([O-])[O-].[Na+].[Na+]. (2) Given the product [CH3:23][C:22]1[CH:21]=[N:1][C:2]2[C:3]([C:12]=1[C:14]1[CH:15]=[C:16]([OH:20])[CH:17]=[CH:18][CH:19]=1)=[CH:4][CH:5]=[CH:6][C:7]=2[C:8]([F:11])([F:10])[F:9], predict the reactants needed to synthesize it. The reactants are: [NH2:1][C:2]1[C:7]([C:8]([F:11])([F:10])[F:9])=[CH:6][CH:5]=[CH:4][C:3]=1[C:12]([C:14]1[CH:19]=[CH:18][CH:17]=[C:16]([OH:20])[CH:15]=1)=O.[CH:21](=O)[CH2:22][CH3:23]. (3) Given the product [OH:8][C:9]1[CH:14]=[C:13]([N+:15]([O-:17])=[O:16])[CH:12]=[CH:11][C:10]=1[NH:18][C:19]([NH:21][C:22]1[CH:23]=[CH:24][CH:25]=[CH:26][CH:27]=1)=[S:20].[Si:1]([O:8][C:9]1[CH:14]=[C:13]([N+:15]([O-:17])=[O:16])[CH:12]=[CH:11][C:10]=1[NH:18][C:19]([NH:21][C:22]1[CH:27]=[CH:26][CH:25]=[CH:24][CH:23]=1)=[S:20])([C:4]([CH3:7])([CH3:6])[CH3:5])([CH3:3])[CH3:2], predict the reactants needed to synthesize it. The reactants are: [Si:1]([O:8][C:9]1[CH:14]=[C:13]([N+:15]([O-:17])=[O:16])[CH:12]=[CH:11][C:10]=1[NH:18][C:19]([NH:21][C:22]1[CH:27]=[CH:26][CH:25]=[CH:24][CH:23]=1)=[S:20])([C:4]([CH3:7])([CH3:6])[CH3:5])([CH3:3])[CH3:2].CCN(CC)CC. (4) The reactants are: [CH3:1][O:2][C:3]([C:5]1[C@@H:6]([C:23]2[CH:28]=[CH:27][C:26]([C:29]#[N:30])=[CH:25][CH:24]=2)[NH:7][C:8](=O)[N:9]([C:12]2[CH:17]=[CH:16][CH:15]=[C:14]([C:18]([F:21])([F:20])[F:19])[CH:13]=2)[C:10]=1[CH3:11])=[O:4].COC1C=CC(P2(SP(C3C=CC(OC)=CC=3)(=S)S2)=[S:40])=CC=1. Given the product [CH3:1][O:2][C:3]([C:5]1[C@@H:6]([C:23]2[CH:28]=[CH:27][C:26]([C:29]#[N:30])=[CH:25][CH:24]=2)[NH:7][C:8](=[S:40])[N:9]([C:12]2[CH:17]=[CH:16][CH:15]=[C:14]([C:18]([F:21])([F:20])[F:19])[CH:13]=2)[C:10]=1[CH3:11])=[O:4], predict the reactants needed to synthesize it. (5) Given the product [C:22]([C@@H:21]([NH:20][C:16]([C:7]1[CH:6]=[CH:5][C:4]([CH:1]2[CH2:2][CH2:3]2)=[C:9]([O:10][CH2:11][C:12]([F:13])([F:14])[F:15])[N:8]=1)=[O:18])[C:25]1[CH:26]=[CH:27][CH:28]=[CH:29][CH:30]=1)(=[O:23])[NH2:24], predict the reactants needed to synthesize it. The reactants are: [CH:1]1([C:4]2[CH:5]=[CH:6][C:7]([C:16]([OH:18])=O)=[N:8][C:9]=2[O:10][CH2:11][C:12]([F:15])([F:14])[F:13])[CH2:3][CH2:2]1.Cl.[NH2:20][C@@H:21]([C:25]1[CH:30]=[CH:29][CH:28]=[CH:27][CH:26]=1)[C:22]([NH2:24])=[O:23].